Task: Predict the product of the given reaction.. Dataset: Forward reaction prediction with 1.9M reactions from USPTO patents (1976-2016) (1) Given the reactants [CH2:1]([O:8][C:9]1[CH:14]=[CH:13][CH:12]=[C:11]([S:15][C:16]2[CH:21]=[CH:20][C:19]([CH2:22][CH2:23][CH2:24][N+:25]([O-:27])=[O:26])=[C:18]([Cl:28])[CH:17]=2)[CH:10]=1)[C:2]1[CH:7]=[CH:6][CH:5]=[CH:4][CH:3]=1.[CH2:29]=[O:30].N12CCCN=C1CCCCC2.N12CCCC1=NCCC2.N12CCC(CC1)CN2.[OH-].[Na+].[OH-].[K+].[O:63]1[CH2:67]CCC1, predict the reaction product. The product is: [CH2:1]([O:8][C:9]1[CH:10]=[C:11]([S:15][C:16]2[CH:21]=[CH:20][C:19]([CH2:22][CH2:23][C:24]([N+:25]([O-:27])=[O:26])([CH2:67][OH:63])[CH2:29][OH:30])=[C:18]([Cl:28])[CH:17]=2)[CH:12]=[CH:13][CH:14]=1)[C:2]1[CH:3]=[CH:4][CH:5]=[CH:6][CH:7]=1. (2) Given the reactants [CH2:1]([O:9][C:10]1[CH:15]=[CH:14][C:13]([N:16]2[CH2:21][CH2:20][N:19](C(OC(C)(C)C)=O)[CH2:18][CH2:17]2)=[CH:12][CH:11]=1)[CH2:2][CH2:3][CH2:4][CH2:5][CH2:6][CH2:7][CH3:8].Cl, predict the reaction product. The product is: [CH2:1]([O:9][C:10]1[CH:11]=[CH:12][C:13]([N:16]2[CH2:21][CH2:20][NH:19][CH2:18][CH2:17]2)=[CH:14][CH:15]=1)[CH2:2][CH2:3][CH2:4][CH2:5][CH2:6][CH2:7][CH3:8]. (3) Given the reactants I[C:2]1[CH:6]=[C:5]([CH:7]2[CH2:10][N:9]([CH3:11])[CH2:8]2)[N:4]([CH:12]([CH3:14])[CH3:13])[N:3]=1.CC1(C)C(C)(C)OC([C:23]2[CH:24]=[C:25]([C:30]([F:33])([F:32])[F:31])[C:26]([NH2:29])=[N:27][CH:28]=2)O1.C(=O)([O-])[O-].[Cs+].[Cs+], predict the reaction product. The product is: [CH:12]([N:4]1[C:5]([CH:7]2[CH2:10][N:9]([CH3:11])[CH2:8]2)=[CH:6][C:2]([C:23]2[CH:24]=[C:25]([C:30]([F:33])([F:32])[F:31])[C:26]([NH2:29])=[N:27][CH:28]=2)=[N:3]1)([CH3:14])[CH3:13].